Dataset: Aqueous solubility values for 9,982 compounds from the AqSolDB database. Task: Regression/Classification. Given a drug SMILES string, predict its absorption, distribution, metabolism, or excretion properties. Task type varies by dataset: regression for continuous measurements (e.g., permeability, clearance, half-life) or binary classification for categorical outcomes (e.g., BBB penetration, CYP inhibition). For this dataset (solubility_aqsoldb), we predict Y. (1) The compound is O=C(O)c1cccc(N=Nc2ccc(O)cc2)c1. The Y is -3.85 log mol/L. (2) The drug is CCCOC(=O)CCC. The Y is -1.91 log mol/L. (3) The molecule is CC(C)N(Cc1ccccc1)C(=O)C(C)(C)C. The Y is -2.47 log mol/L. (4) The molecule is O=C(O)c1ccccc1C(F)(F)F. The Y is -1.60 log mol/L. (5) The Y is -0.295 log mol/L. The compound is C=CC(=O)OCC1CCCO1. (6) The molecule is Brc1cccc(Nc2ncnc3cc4[nH]ncc4cc23)c1. The Y is -3.96 log mol/L. (7) The molecule is CCOP(=O)(N=C1SCCS1)OCC. The Y is -2.59 log mol/L. (8) The compound is Cc1c2ccccc2cc2c1cc(F)c1ccccc12. The Y is -7.31 log mol/L. (9) The drug is CC[N+](CC)(CC)CC.[Cl-]. The Y is 0.781 log mol/L. (10) The molecule is CCCCCCCCCCCCCCCCCCCCCCCCCCCCCCCCCCCCC(CCCC)(CCCC)CCCCCCCCCCCCCCCC(CCCC)(CCCC)CCCCC.CCCCCCCCCCCCCCCCCCCCCCCCCCCCCCCCCCCCCCCCCCCCCCCCCCCCCCCCCCCCCCCCCCCCCCCCCC.CCCc1cc(C)cc(C)c1.c1ccc(-c2ccccc2)cc1.c1ccc2cc3ccccc3cc2c1. The Y is -6.81 log mol/L.